This data is from Full USPTO retrosynthesis dataset with 1.9M reactions from patents (1976-2016). The task is: Predict the reactants needed to synthesize the given product. (1) Given the product [CH2:22]([O:29][C:30]1[CH:35]=[CH:34][C:33]([S:36]([NH:1][CH:2]([C:6]23[O:7][CH2:8][C:9]([CH3:14])([CH2:10][O:11]2)[CH2:12][O:13]3)[CH:3]([OH:5])[CH3:4])(=[O:38])=[O:37])=[CH:32][CH:31]=1)[C:23]1[CH:24]=[CH:25][CH:26]=[CH:27][CH:28]=1, predict the reactants needed to synthesize it. The reactants are: [NH2:1][CH:2]([C:6]12[O:13][CH2:12][C:9]([CH3:14])([CH2:10][O:11]1)[CH2:8][O:7]2)[CH:3]([OH:5])[CH3:4].C(N(CC)CC)C.[CH2:22]([O:29][C:30]1[CH:35]=[CH:34][C:33]([S:36](Cl)(=[O:38])=[O:37])=[CH:32][CH:31]=1)[C:23]1[CH:28]=[CH:27][CH:26]=[CH:25][CH:24]=1.C(OCC)(=O)C. (2) Given the product [O:1]1[CH2:6][CH2:5][C:4]([C:7]2[NH:8][C:9]3[C:14]([CH:15]=2)=[CH:13][C:12]([S:16]([CH3:19])(=[O:18])=[O:17])=[CH:11][CH:10]=3)=[CH:3][CH2:2]1, predict the reactants needed to synthesize it. The reactants are: [O:1]1[CH2:6][CH2:5][C:4]([C:7]2[N:8](S(C3C=CC=CC=3)(=O)=O)[C:9]3[C:14]([CH:15]=2)=[CH:13][C:12]([S:16]([CH3:19])(=[O:18])=[O:17])=[CH:11][CH:10]=3)=[CH:3][CH2:2]1.[OH-].[K+].C(=O)([O-])O.[Na+]. (3) The reactants are: I[C:2]1[CH:7]=[CH:6][CH:5]=[CH:4][C:3]=1I.[CH2:9]([C:13]1[CH:18]=[CH:17][C:16]([NH:19][C:20]2[CH:25]=[CH:24][C:23]([C:26]([CH3:29])([CH3:28])[CH3:27])=[CH:22][CH:21]=2)=[CH:15][CH:14]=1)[CH2:10][CH2:11][CH3:12].[OH-].[K+]. Given the product [CH2:12]([C:2]1[CH:7]=[CH:6][C:5]([N:19]([C:20]2[CH:21]=[CH:22][C:23]([C:26]([CH3:28])([CH3:27])[CH3:29])=[CH:24][CH:25]=2)[C:16]2[CH:17]=[CH:18][C:13]([N:19]([C:16]3[CH:17]=[CH:18][C:13]([CH2:9][CH2:10][CH2:11][CH3:12])=[CH:14][CH:15]=3)[C:20]3[CH:21]=[CH:22][C:23]([C:26]([CH3:28])([CH3:27])[CH3:29])=[CH:24][CH:25]=3)=[CH:14][CH:15]=2)=[CH:4][CH:3]=1)[CH2:11][CH2:10][CH3:9], predict the reactants needed to synthesize it. (4) Given the product [CH3:4][C:5]1[N:10]=[C:9]([N:11]2[CH2:12][CH2:13][N:14]([CH2:17][CH2:18][C@H:19]3[CH2:20][CH2:21][C@H:22]([NH:25][C:36](=[O:37])[CH2:35][CH:32]4[CH2:33][CH2:34][O:29][CH2:30][CH2:31]4)[CH2:23][CH2:24]3)[CH2:15][CH2:16]2)[C:8]2[CH:26]=[CH:27][O:28][C:7]=2[CH:6]=1, predict the reactants needed to synthesize it. The reactants are: Cl.Cl.Cl.[CH3:4][C:5]1[N:10]=[C:9]([N:11]2[CH2:16][CH2:15][N:14]([CH2:17][CH2:18][C@H:19]3[CH2:24][CH2:23][C@H:22]([NH2:25])[CH2:21][CH2:20]3)[CH2:13][CH2:12]2)[C:8]2[CH:26]=[CH:27][O:28][C:7]=2[CH:6]=1.[O:29]1[CH2:34][CH2:33][CH:32]([CH2:35][C:36](O)=[O:37])[CH2:31][CH2:30]1.